Dataset: Peptide-MHC class I binding affinity with 185,985 pairs from IEDB/IMGT. Task: Regression. Given a peptide amino acid sequence and an MHC pseudo amino acid sequence, predict their binding affinity value. This is MHC class I binding data. (1) The peptide sequence is VLMGGVPGV. The MHC is HLA-A02:03 with pseudo-sequence HLA-A02:03. The binding affinity (normalized) is 1.00. (2) The peptide sequence is CVTLNCKDV. The MHC is H-2-Kb with pseudo-sequence H-2-Kb. The binding affinity (normalized) is 0.00921. (3) The peptide sequence is FVYSVSFHK. The MHC is HLA-B15:42 with pseudo-sequence HLA-B15:42. The binding affinity (normalized) is 0.213. (4) The binding affinity (normalized) is 0.289. The peptide sequence is NVPGPHRTI. The MHC is HLA-A24:02 with pseudo-sequence HLA-A24:02. (5) The peptide sequence is SSLPSYAAY. The MHC is HLA-A01:01 with pseudo-sequence HLA-A01:01. The binding affinity (normalized) is 0.275. (6) The binding affinity (normalized) is 0.105. The peptide sequence is KLQEMEGTV. The MHC is HLA-A68:02 with pseudo-sequence HLA-A68:02. (7) The peptide sequence is VILPDKIDGL. The MHC is HLA-A02:06 with pseudo-sequence HLA-A02:06. The binding affinity (normalized) is 0.494. (8) The peptide sequence is KAGQYVTIW. The MHC is HLA-A01:01 with pseudo-sequence HLA-A01:01. The binding affinity (normalized) is 0.00237. (9) The peptide sequence is HVVNYNGLL. The MHC is HLA-A02:12 with pseudo-sequence HLA-A02:12. The binding affinity (normalized) is 0.0847.